From a dataset of Catalyst prediction with 721,799 reactions and 888 catalyst types from USPTO. Predict which catalyst facilitates the given reaction. (1) Product: [CH3:22][N:7]1[C:8]([C:12]2[CH:17]=[CH:16][CH:15]=[C:14]([C:18]([F:19])([F:20])[F:21])[CH:13]=2)=[CH:9][C:10]([CH3:11])=[C:5]([C:3]([OH:4])=[O:2])[C:6]1=[O:23]. Reactant: C[O:2][C:3]([C:5]1[C:6](=[O:23])[N:7]([CH3:22])[C:8]([C:12]2[CH:17]=[CH:16][CH:15]=[C:14]([C:18]([F:21])([F:20])[F:19])[CH:13]=2)=[CH:9][C:10]=1[CH3:11])=[O:4].[OH-].[Li+]. The catalyst class is: 36. (2) Reactant: [Cl:1][C:2]1[CH:3]=[C:4]([CH:21]=[C:22]([NH:24][CH2:25][CH:26]2[CH2:28][CH2:27]2)[CH:23]=1)[CH2:5][O:6][C:7]1[CH:12]=[CH:11][CH:10]=[CH:9][C:8]=1[CH2:13][C:14]([O:16][C:17]([CH3:20])([CH3:19])[CH3:18])=[O:15].[C:29](O)(=O)[CH3:30].C(=O)C.C(O[BH-](OC(=O)C)OC(=O)C)(=O)C.[Na+].C(=O)(O)[O-].[Na+]. Product: [Cl:1][C:2]1[CH:3]=[C:4]([CH:21]=[C:22]([N:24]([CH2:25][CH:26]2[CH2:28][CH2:27]2)[CH2:29][CH3:30])[CH:23]=1)[CH2:5][O:6][C:7]1[CH:12]=[CH:11][CH:10]=[CH:9][C:8]=1[CH2:13][C:14]([O:16][C:17]([CH3:20])([CH3:19])[CH3:18])=[O:15]. The catalyst class is: 325.